From a dataset of HIV replication inhibition screening data with 41,000+ compounds from the AIDS Antiviral Screen. Binary Classification. Given a drug SMILES string, predict its activity (active/inactive) in a high-throughput screening assay against a specified biological target. The result is 0 (inactive). The drug is CNC(=S)Nc1ccc(OC)c2ccccc12.